Dataset: Forward reaction prediction with 1.9M reactions from USPTO patents (1976-2016). Task: Predict the product of the given reaction. (1) Given the reactants C1(C[O:8][CH2:9][CH2:10][O:11][CH2:12][CH2:13][O:14][CH2:15][CH2:16][O:17][CH2:18][CH2:19][O:20][CH2:21][CH2:22][O:23][CH2:24][CH2:25][O:26][CH2:27][CH2:28][O:29][CH2:30][CH2:31][O:32][CH2:33][CH2:34][O:35][CH3:36])C=CC=CC=1, predict the reaction product. The product is: [CH3:36][O:35][CH2:34][CH2:33][O:32][CH2:31][CH2:30][O:29][CH2:28][CH2:27][O:26][CH2:25][CH2:24][O:23][CH2:22][CH2:21][O:20][CH2:19][CH2:18][O:17][CH2:16][CH2:15][O:14][CH2:13][CH2:12][O:11][CH2:10][CH2:9][OH:8]. (2) Given the reactants [N:1]1([C:6]([O:8][C:9]([CH3:12])([CH3:11])[CH3:10])=[O:7])[CH2:5][CH2:4][CH2:3][CH2:2]1.C([Li])(CC)C.Br[C:19]1[CH:28]=[CH:27][CH:26]=[C:25]2[C:20]=1[CH:21]=[CH:22][C:23]([S:29]([O:32][C:33]1[C:38]([F:39])=[C:37]([F:40])[C:36]([F:41])=[C:35]([F:42])[C:34]=1[F:43])(=[O:31])=[O:30])=[CH:24]2.F[B-](F)(F)F.C([PH+](C(C)(C)C)C(C)(C)C)(C)(C)C.[OH-].[NH4+], predict the reaction product. The product is: [F:43][C:34]1[C:35]([F:42])=[C:36]([F:41])[C:37]([F:40])=[C:38]([F:39])[C:33]=1[O:32][S:29]([C:23]1[CH:24]=[C:25]2[C:20](=[CH:21][CH:22]=1)[C:19]([CH:2]1[CH2:3][CH2:4][CH2:5][N:1]1[C:6]([O:8][C:9]([CH3:12])([CH3:11])[CH3:10])=[O:7])=[CH:28][CH:27]=[CH:26]2)(=[O:31])=[O:30].